Dataset: Retrosynthesis with 50K atom-mapped reactions and 10 reaction types from USPTO. Task: Predict the reactants needed to synthesize the given product. (1) Given the product CC(=O)Nc1ccc(Cl)nc1C, predict the reactants needed to synthesize it. The reactants are: CC(=O)OC(C)=O.Cc1nc(Cl)ccc1N. (2) Given the product CC(=O)Oc1ccccc1C(=O)Nc1nccs1, predict the reactants needed to synthesize it. The reactants are: CC(=O)Oc1ccccc1C(=O)O.Nc1nccs1. (3) Given the product CC(C)(C)OC(=O)N1CCC(c2c[nH]c3c(C(N)=O)cc(Br)cc23)CC1, predict the reactants needed to synthesize it. The reactants are: CC(C)(C)OC(=O)N1CC=C(c2c[nH]c3c(C(N)=O)cc(Br)cc23)CC1. (4) Given the product COC(=O)/C=C/c1ccc(C(=O)OC)cc1Br, predict the reactants needed to synthesize it. The reactants are: C=CC(=O)OC.COC(=O)c1ccc(I)c(Br)c1. (5) Given the product Nc1ccn(C[C@@H](O)CO)n1, predict the reactants needed to synthesize it. The reactants are: O=[N+]([O-])c1ccn(C[C@@H](O)CO)n1.